Dataset: Forward reaction prediction with 1.9M reactions from USPTO patents (1976-2016). Task: Predict the product of the given reaction. (1) Given the reactants [CH:1]1[CH:6]=[CH:5][CH:4]=[CH:3][CH:2]=1.[C:7]1(C)[CH:12]=CC=[CH:9][CH:8]=1, predict the reaction product. The product is: [CH:1]1[C:6]2[C:5](=[CH:12][CH:7]=[CH:8][CH:9]=2)[CH:4]=[CH:3][CH:2]=1. (2) Given the reactants BrC1C=CC(NC(=CC([O-])=O)C(OC)=O)=C(OC)C=1.[CH3:20][O:21][C:22](=[O:38])[C:23]([NH:28][C:29]1[CH:34]=[CH:33][C:32]([CH3:35])=[CH:31][C:30]=1[O:36][CH3:37])=[CH:24][C:25]([O-:27])=O, predict the reaction product. The product is: [CH3:20][O:21][C:22]([C:23]1[CH:24]=[C:25]([OH:27])[C:34]2[C:29](=[C:30]([O:36][CH3:37])[CH:31]=[C:32]([CH3:35])[CH:33]=2)[N:28]=1)=[O:38]. (3) Given the reactants [Cl:1][C:2]1[CH:3]=[C:4]([NH:9][C:10]2[C:11]3[C:18]4[CH2:19][N:20](C(OCC)=O)[CH2:21][C:17]=4[S:16][C:12]=3[N:13]=[CH:14][N:15]=2)[CH:5]=[CH:6][C:7]=1[Cl:8].[OH-].[K+], predict the reaction product. The product is: [Cl:1][C:2]1[CH:3]=[C:4]([NH:9][C:10]2[C:11]3[C:18]4[CH2:19][NH:20][CH2:21][C:17]=4[S:16][C:12]=3[N:13]=[CH:14][N:15]=2)[CH:5]=[CH:6][C:7]=1[Cl:8].